From a dataset of Reaction yield outcomes from USPTO patents with 853,638 reactions. Predict the reaction yield, written as a fraction of the theoretical maximum amount of product (1.0 means a 100% yield; for example, 0.34 means a 34% yield). (1) The reactants are [Cl:1][C:2]1[CH:3]=[C:4]2[C:8](=[CH:9][CH:10]=1)[NH:7][CH:6]=[C:5]2[CH2:11]N(C)C.[C-:15]#[N:16].[K+]. The catalyst is CN(C)C=O.O. The product is [Cl:1][C:2]1[CH:3]=[C:4]2[C:8](=[CH:9][CH:10]=1)[NH:7][CH:6]=[C:5]2[CH2:11][C:15]#[N:16]. The yield is 0.630. (2) The reactants are C(OC([N:8]1[C:16]2[C:11](=[C:12]([F:17])[CH:13]=[CH:14][CH:15]=2)[CH:10]=[C:9]1[B:18]([OH:20])[OH:19])=O)(C)(C)C. The catalyst is C(O)(C(F)(F)F)=O. The product is [F:17][C:12]1[CH:13]=[CH:14][CH:15]=[C:16]2[C:11]=1[CH:10]=[C:9]([B:18]([OH:20])[OH:19])[NH:8]2. The yield is 0.940. (3) The reactants are [OH:1][CH2:2][CH:3]1[CH2:8][CH:7]([O:9][CH:10]2[CH2:15][CH2:14][CH2:13][CH2:12][O:11]2)[CH2:6][CH2:5][N:4]1[C:16]([O:18][C:19]([CH3:22])([CH3:21])[CH3:20])=[O:17].C(N(C(C)C)CC)(C)C.[C:32](Cl)(=[O:34])[CH3:33]. The catalyst is ClCCl. The product is [C:32]([O:1][CH2:2][CH:3]1[CH2:8][CH:7]([O:9][CH:10]2[CH2:15][CH2:14][CH2:13][CH2:12][O:11]2)[CH2:6][CH2:5][N:4]1[C:16]([O:18][C:19]([CH3:22])([CH3:21])[CH3:20])=[O:17])(=[O:34])[CH3:33]. The yield is 0.680. (4) The reactants are [F:1][C:2]1[C:11]([F:12])=[CH:10][C:5]([C:6]([NH:8][CH3:9])=[O:7])=[C:4]([N+:13]([O-])=O)[CH:3]=1.[H][H]. The catalyst is CO.[Pd]. The product is [NH2:13][C:4]1[CH:3]=[C:2]([F:1])[C:11]([F:12])=[CH:10][C:5]=1[C:6]([NH:8][CH3:9])=[O:7]. The yield is 1.00. (5) The reactants are [F:1][C:2]1[C:10]([F:11])=[CH:9][C:8]([I:12])=[CH:7][C:3]=1[C:4]([OH:6])=O.S(Cl)(Cl)=O.C[N:18]([CH3:26])[CH:19]=[CH:20][C:21]([O:23][CH2:24][CH3:25])=[O:22].C(N(CC)CC)C.N[CH:35]([OH:37])C. The catalyst is C1(C)C=CC=CC=1.C1COCC1.O.CN(C=O)C. The product is [F:1][C:2]1[C:10]([F:11])=[CH:9][C:8]([I:12])=[CH:7][C:3]=1[C:4]([C:20](=[CH:19][NH:18][CH2:26][CH2:35][OH:37])[C:21]([O:23][CH2:24][CH3:25])=[O:22])=[O:6]. The yield is 0.850. (6) The reactants are C(O[C:9]([N:11]1[CH2:15][CH:14]([Cl:16])[CH:13]2[O:17][CH2:18][C:19]([O:22][CH3:23])([O:20][CH3:21])[CH:12]12)=[O:10])C1C=CC=CC=1.[H][H].[C:26]([NH:33][C@H:34](C(O)=O)[CH2:35][CH:36]([CH3:38])[CH3:37])([O:28][C:29]([CH3:32])([CH3:31])[CH3:30])=[O:27].CN(C(ON1N=NC2C=CC=NC1=2)=[N+](C)C)C.F[P-](F)(F)(F)(F)F. The catalyst is [Pd]. The product is [C:29]([O:28][C:26](=[O:27])[NH:33][CH2:34][CH:35]([C:9]([N:11]1[CH2:15][CH:14]([Cl:16])[CH:13]2[O:17][CH2:18][C:19]([O:20][CH3:21])([O:22][CH3:23])[CH:12]12)=[O:10])[CH:36]([CH3:37])[CH3:38])([CH3:32])([CH3:31])[CH3:30]. The yield is 0.930.